Dataset: Reaction yield outcomes from USPTO patents with 853,638 reactions. Task: Predict the reaction yield, written as a fraction of the theoretical maximum amount of product (1.0 means a 100% yield; for example, 0.34 means a 34% yield). (1) The reactants are [F:1][C:2]1[CH:9]=[C:8]([C:10]#[C:11]C(O)(C)C)[CH:7]=[CH:6][C:3]=1[C:4]#[N:5].[H-].[Na+]. The catalyst is C1(C)C=CC=CC=1. The product is [C:10]([C:8]1[CH:7]=[CH:6][C:3]([C:4]#[N:5])=[C:2]([F:1])[CH:9]=1)#[CH:11]. The yield is 0.660. (2) The reactants are C(=O)([O-])[O-].[K+].[K+].[C:7]([CH2:9][C:10]([O:12][CH2:13][CH3:14])=[O:11])#[N:8].[CH2:15](Br)[C:16]([C:18]1[CH:23]=[CH:22][CH:21]=[CH:20][CH:19]=1)=[O:17]. The catalyst is CC(C)=O. The product is [C:7]([CH:9]([CH2:15][C:16](=[O:17])[C:18]1[CH:23]=[CH:22][CH:21]=[CH:20][CH:19]=1)[C:10]([O:12][CH2:13][CH3:14])=[O:11])#[N:8]. The yield is 0.900. (3) The yield is 0.950. The product is [Cl:8][C:7]1[N:6]=[C:5]2[CH:9]=[N:10][C:11]([CH3:13])=[CH:12][C:4]2=[N:3][C:2]=1[NH:17][CH2:16][CH:15]([F:18])[F:14]. The catalyst is C(Cl)Cl. The reactants are Cl[C:2]1[N:3]=[C:4]2[CH:12]=[C:11]([CH3:13])[N:10]=[CH:9][C:5]2=[N:6][C:7]=1[Cl:8].[F:14][CH:15]([F:18])[CH2:16][NH2:17].CCN(C(C)C)C(C)C.[NH4+].[Cl-]. (4) The reactants are C([O:8][C:9]1[CH:18]=[C:17]2[C:12]([C:13]([NH:19][C:20]3[CH:24]=[C:23]([CH2:25][C:26]([NH:28][C:29]4[CH:34]=[CH:33][CH:32]=[C:31]([F:35])[C:30]=4[F:36])=[O:27])[NH:22][N:21]=3)=[N:14][CH:15]=[N:16]2)=[CH:11][CH:10]=1)C1C=CC=CC=1.FC(F)(F)C(O)=O. No catalyst specified. The product is [F:36][C:30]1[C:31]([F:35])=[CH:32][CH:33]=[CH:34][C:29]=1[NH:28][C:26](=[O:27])[CH2:25][C:23]1[NH:22][N:21]=[C:20]([NH:19][C:13]2[C:12]3[C:17](=[CH:18][C:9]([OH:8])=[CH:10][CH:11]=3)[N:16]=[CH:15][N:14]=2)[CH:24]=1. The yield is 0.970. (5) The reactants are [CH3:1][O:2][C:3](=[O:12])[C:4]1[CH:9]=[C:8]([F:10])[CH:7]=[CH:6][C:5]=1F.[C:13]([O:17][C:18]([N:20]1[CH2:25][CH2:24][NH:23][CH2:22][CH2:21]1)=[O:19])([CH3:16])([CH3:15])[CH3:14].C([O-])([O-])=O.[K+].[K+]. The catalyst is O1CCOCC1. The product is [C:13]([O:17][C:18]([N:20]1[CH2:25][CH2:24][N:23]([C:5]2[CH:6]=[CH:7][C:8]([F:10])=[CH:9][C:4]=2[C:3]([O:2][CH3:1])=[O:12])[CH2:22][CH2:21]1)=[O:19])([CH3:16])([CH3:14])[CH3:15]. The yield is 0.163. (6) The yield is 0.660. The catalyst is C(#N)C. The reactants are [Br:1][C:2]1[CH:7]=[C:6]([F:8])[CH:5]=[CH:4][C:3]=1[OH:9].C(=O)([O-])[O-].[K+].[K+].[CH3:16][O:17][CH2:18][CH2:19]Br. The product is [Br:1][C:2]1[CH:7]=[C:6]([F:8])[CH:5]=[CH:4][C:3]=1[O:9][CH2:19][CH2:18][O:17][CH3:16]. (7) The reactants are C([O:4][C:5]1[CH:10]=[C:9]([Br:11])[CH:8]=[CH:7][C:6]=1[C@H:12]1[N:15]([C:16]2[CH:21]=[CH:20][CH:19]=[CH:18][CH:17]=2)[C:14](=[O:22])[C@@H:13]1[CH2:23][CH2:24][C@H:25]([O:33][Si:34]([C:37]([CH3:40])([CH3:39])[CH3:38])([CH3:36])[CH3:35])[C:26]1[CH:31]=[CH:30][C:29]([F:32])=[CH:28][CH:27]=1)C=C.N1CCOCC1. The catalyst is O1CCCC1.C1C=CC([P]([Pd]([P](C2C=CC=CC=2)(C2C=CC=CC=2)C2C=CC=CC=2)([P](C2C=CC=CC=2)(C2C=CC=CC=2)C2C=CC=CC=2)[P](C2C=CC=CC=2)(C2C=CC=CC=2)C2C=CC=CC=2)(C2C=CC=CC=2)C2C=CC=CC=2)=CC=1. The product is [Br:11][C:9]1[CH:8]=[CH:7][C:6]([C@H:12]2[N:15]([C:16]3[CH:17]=[CH:18][CH:19]=[CH:20][CH:21]=3)[C:14](=[O:22])[C@@H:13]2[CH2:23][CH2:24][C@H:25]([O:33][Si:34]([C:37]([CH3:39])([CH3:38])[CH3:40])([CH3:36])[CH3:35])[C:26]2[CH:27]=[CH:28][C:29]([F:32])=[CH:30][CH:31]=2)=[C:5]([OH:4])[CH:10]=1. The yield is 0.830. (8) The reactants are [NH2:1][C:2]1[CH:7]=[CH:6][C:5]([NH:8][C:9]([CH2:11][O:12][C:13](=[O:15])[CH3:14])=[O:10])=[CH:4][C:3]=1[N:16]1[CH2:21][CH2:20][CH2:19][CH2:18][CH2:17]1.[C:22]([C:24]1[O:28][C:27]([C:29](Cl)=[O:30])=[CH:26][CH:25]=1)#[N:23].CCN(C(C)C)C(C)C. No catalyst specified. The yield is 0.200. The product is [C:22]([C:24]1[O:28][C:27]([C:29]([NH:1][C:2]2[CH:7]=[CH:6][C:5]([NH:8][C:9]([CH2:11][O:12][C:13](=[O:15])[CH3:14])=[O:10])=[CH:4][C:3]=2[N:16]2[CH2:21][CH2:20][CH2:19][CH2:18][CH2:17]2)=[O:30])=[CH:26][CH:25]=1)#[N:23]. (9) The reactants are [CH2:1]([O:3][C:4](=[O:11])[CH2:5][C:6]([O:8][CH2:9][CH3:10])=[O:7])[CH3:2].Cl[CH2:13][C:14]1[C:19]([CH2:20]Cl)=[CH:18][CH:17]=[CH:16][N:15]=1. The catalyst is CCO. The product is [CH2:1]([O:3][C:4]([C:5]1([C:6]([O:8][CH2:9][CH3:10])=[O:7])[CH2:13][C:14]2[N:15]=[CH:16][CH:17]=[CH:18][C:19]=2[CH2:20]1)=[O:11])[CH3:2]. The yield is 0.350.